This data is from Full USPTO retrosynthesis dataset with 1.9M reactions from patents (1976-2016). The task is: Predict the reactants needed to synthesize the given product. (1) Given the product [CH3:22][O:23][CH:24]1[CH2:29][CH2:28][N:27]([C:30]2[N:34]=[CH:33][N:32]([C:35]3[CH:41]=[CH:40][C:38]([NH:39][C:2]4[N:7]=[C:6]([C:8]5[CH:9]=[C:10]([CH:13]=[C:14]([N:16]6[CH2:21][CH2:20][O:19][CH2:18][CH2:17]6)[CH:15]=5)[C:11]#[N:12])[CH:5]=[CH:4][N:3]=4)=[CH:37][CH:36]=3)[N:31]=2)[CH2:26][CH2:25]1, predict the reactants needed to synthesize it. The reactants are: Cl[C:2]1[N:7]=[C:6]([C:8]2[CH:9]=[C:10]([CH:13]=[C:14]([N:16]3[CH2:21][CH2:20][O:19][CH2:18][CH2:17]3)[CH:15]=2)[C:11]#[N:12])[CH:5]=[CH:4][N:3]=1.[CH3:22][O:23][CH:24]1[CH2:29][CH2:28][N:27]([C:30]2[N:34]=[CH:33][N:32]([C:35]3[CH:41]=[CH:40][C:38]([NH2:39])=[CH:37][CH:36]=3)[N:31]=2)[CH2:26][CH2:25]1. (2) Given the product [NH2:31][C:4]1[CH:5]=[CH:6][C:7]([O:8][C:9]2[CH:14]=[CH:13][N:12]=[C:11]3[NH:15][CH:16]=[C:17]([CH2:18][CH2:19][OH:20])[C:10]=23)=[C:2]([F:1])[CH:3]=1, predict the reactants needed to synthesize it. The reactants are: [F:1][C:2]1[CH:3]=[C:4]([NH:31]C(=O)C)[CH:5]=[CH:6][C:7]=1[O:8][C:9]1[CH:14]=[CH:13][N:12]=[C:11]2[N:15](S(C3C=CC(C)=CC=3)(=O)=O)[CH:16]=[C:17]([CH2:18][CH2:19][OH:20])[C:10]=12.[OH-].[Na+]. (3) Given the product [NH2:1][C:2]1[N:3]=[CH:4][C:5]2[C:10]([C:11]([C:13]3[CH:18]=[C:17]([NH:19][C:40](=[O:41])[CH2:39][N:37]4[CH:38]=[C:34]([CH:31]5[CH2:32][CH2:33]5)[CH:35]=[N:36]4)[CH:16]=[N:15][CH:14]=3)=[O:12])=[CH:9][N:8]([C:20]([CH3:29])([CH3:30])[CH2:21][OH:22])[C:6]=2[N:7]=1, predict the reactants needed to synthesize it. The reactants are: [NH2:1][C:2]1[N:3]=[CH:4][C:5]2[C:10]([C:11]([C:13]3[CH:14]=[N:15][CH:16]=[C:17]([NH2:19])[CH:18]=3)=[O:12])=[CH:9][N:8]([C:20]([CH3:30])([CH3:29])[CH2:21][O:22]C3CCCCO3)[C:6]=2[N:7]=1.[CH:31]1([C:34]2[CH:35]=[N:36][N:37]([CH2:39][C:40](O)=[O:41])[CH:38]=2)[CH2:33][CH2:32]1. (4) Given the product [F:12][C:9]1[CH:10]=[C:11]2[C:6](=[CH:7][CH:8]=1)[N:5]([NH:13][C:14]([C:16]1[C:17]([CH3:29])=[N:18][C:19]([C:22]3[CH:27]=[CH:26][CH:25]=[C:24]([F:28])[CH:23]=3)=[N:20][CH:21]=1)=[O:15])[CH:4]=[C:3]2[C:1]1[NH:36][N:35]=[N:34][N:2]=1, predict the reactants needed to synthesize it. The reactants are: [C:1]([C:3]1[C:11]2[C:6](=[CH:7][CH:8]=[C:9]([F:12])[CH:10]=2)[N:5]([NH:13][C:14]([C:16]2[C:17]([CH3:29])=[N:18][C:19]([C:22]3[CH:27]=[CH:26][CH:25]=[C:24]([F:28])[CH:23]=3)=[N:20][CH:21]=2)=[O:15])[CH:4]=1)#[N:2].[Si]([N:34]=[N+:35]=[N-:36])(C)(C)C.CCCC[N+](CCCC)(CCCC)CCCC.[F-]. (5) Given the product [F:29][C:2]1([F:1])[CH2:7][CH2:6][N:5]([C:8]([C:10]2[N:11]([CH:33]([CH3:35])[CH3:34])[C:12]3[C:17]([CH:18]=2)=[CH:16][C:15]([C:19]([N:21]2[CH2:25][CH2:24][CH:23]([N:26]([CH3:27])[CH3:28])[CH2:22]2)=[O:20])=[CH:14][CH:13]=3)=[O:9])[CH2:4][CH2:3]1, predict the reactants needed to synthesize it. The reactants are: [F:1][C:2]1([F:29])[CH2:7][CH2:6][N:5]([C:8]([C:10]2[NH:11][C:12]3[C:17]([CH:18]=2)=[CH:16][C:15]([C:19]([N:21]2[CH2:25][CH2:24][CH:23]([N:26]([CH3:28])[CH3:27])[CH2:22]2)=[O:20])=[CH:14][CH:13]=3)=[O:9])[CH2:4][CH2:3]1.[H-].[Na+].Br[CH:33]([CH3:35])[CH3:34]. (6) The reactants are: F[C:2]1[N:7]=[C:6]([O:8][CH3:9])[C:5]([S:10][C:11]2[N:16]=[C:15]([NH:17][C:18](=[O:20])[CH3:19])[CH:14]=[C:13]([NH:21][C:22](=[O:24])[CH3:23])[N:12]=2)=[C:4]([O:25][CH3:26])[N:3]=1.[NH:27]1[CH2:32][CH2:31][NH:30][CH2:29][CH2:28]1. Given the product [CH3:26][O:25][C:4]1[C:5]([S:10][C:11]2[N:16]=[C:15]([NH:17][C:18](=[O:20])[CH3:19])[CH:14]=[C:13]([NH:21][C:22](=[O:24])[CH3:23])[N:12]=2)=[C:6]([O:8][CH3:9])[N:7]=[C:2]([N:27]2[CH2:32][CH2:31][NH:30][CH2:29][CH2:28]2)[N:3]=1, predict the reactants needed to synthesize it.